From a dataset of Kir2.1 potassium channel HTS with 301,493 compounds. Binary Classification. Given a drug SMILES string, predict its activity (active/inactive) in a high-throughput screening assay against a specified biological target. (1) The drug is Brc1ccc(S(=O)(=O)NC(c2ccccc2)C)cc1. The result is 1 (active). (2) The drug is OC(C(O)c1ccccc1)(c1n(c2c(n1)cccc2)C)C. The result is 0 (inactive). (3) The molecule is O(c1cc(CCN\C(=C2/C=C(C(=CC2=O)C)C)C)ccc1OC)C. The result is 0 (inactive). (4) The drug is O1c2c(OCC1)ccc(NC(=O)CNC(=O)c1ccc(cc1)C)c2. The result is 0 (inactive). (5) The compound is O=C(Nc1nn(CC(C)C)c2nc3c(cc12)cc(cc3)C)c1ncccc1. The result is 0 (inactive). (6) The molecule is S1CCn2c(nc3c2ccc(NC(=O)C)c3)C1. The result is 0 (inactive). (7) The compound is O=C(NC(CCc1ccccc1)C)CC(c1ccccc1)C. The result is 1 (active). (8) The compound is OCCC1N(CCN(C1)Cc1n(ccc1)c1ncccn1)C\C=C(/C)C. The result is 0 (inactive). (9) The compound is N1(CCN(CC1)c1nc(c(nn1)c1ccccc1)c1ccccc1)c1ccccc1. The result is 0 (inactive).